Predict the reactants needed to synthesize the given product. From a dataset of Full USPTO retrosynthesis dataset with 1.9M reactions from patents (1976-2016). Given the product [C:45]([C:44]1[CH:47]=[CH:48][C:41]([NH:40][C:32]([NH:25][C:24]2[CH:26]=[CH:27][C:21]([C:9]3[N:8]=[C:7]([N:1]4[CH2:2][CH2:3][O:4][CH2:5][CH2:6]4)[N:12]=[C:11]([N:13]4[CH:14]5[CH2:20][CH2:19][CH:18]4[CH2:17][O:16][CH2:15]5)[N:10]=3)=[CH:22][CH:23]=2)=[O:38])=[CH:42][CH:43]=1)#[N:46], predict the reactants needed to synthesize it. The reactants are: [N:1]1([C:7]2[N:12]=[C:11]([N:13]3[CH:18]4[CH2:19][CH2:20][CH:14]3[CH2:15][O:16][CH2:17]4)[N:10]=[C:9]([C:21]3[CH:27]=[CH:26][C:24]([NH2:25])=[CH:23][CH:22]=3)[N:8]=2)[CH2:6][CH2:5][O:4][CH2:3][CH2:2]1.ClC(Cl)(O[C:32](=[O:38])OC(Cl)(Cl)Cl)Cl.[NH2:40][C:41]1[CH:48]=[CH:47][C:44]([C:45]#[N:46])=[CH:43][CH:42]=1.